This data is from NCI-60 drug combinations with 297,098 pairs across 59 cell lines. The task is: Regression. Given two drug SMILES strings and cell line genomic features, predict the synergy score measuring deviation from expected non-interaction effect. (1) Drug 1: CC1CCC2CC(C(=CC=CC=CC(CC(C(=O)C(C(C(=CC(C(=O)CC(OC(=O)C3CCCCN3C(=O)C(=O)C1(O2)O)C(C)CC4CCC(C(C4)OC)O)C)C)O)OC)C)C)C)OC. Drug 2: CC1=C(C(=O)C2=C(C1=O)N3CC4C(C3(C2COC(=O)N)OC)N4)N. Cell line: OVCAR3. Synergy scores: CSS=10.5, Synergy_ZIP=-7.04, Synergy_Bliss=0.0236, Synergy_Loewe=-7.91, Synergy_HSA=-6.50. (2) Drug 1: C1=NC2=C(N1)C(=S)N=CN2. Drug 2: C(CCl)NC(=O)N(CCCl)N=O. Cell line: OVCAR3. Synergy scores: CSS=61.1, Synergy_ZIP=4.95, Synergy_Bliss=5.00, Synergy_Loewe=-32.4, Synergy_HSA=5.08. (3) Drug 1: CC(CN1CC(=O)NC(=O)C1)N2CC(=O)NC(=O)C2. Drug 2: COC1=NC(=NC2=C1N=CN2C3C(C(C(O3)CO)O)O)N. Cell line: IGROV1. Synergy scores: CSS=18.8, Synergy_ZIP=-3.22, Synergy_Bliss=2.97, Synergy_Loewe=-3.95, Synergy_HSA=-0.0898. (4) Drug 1: C1=CC(=CC=C1CCC2=CNC3=C2C(=O)NC(=N3)N)C(=O)NC(CCC(=O)O)C(=O)O. Drug 2: C1=CC=C(C(=C1)C(C2=CC=C(C=C2)Cl)C(Cl)Cl)Cl. Cell line: NCI-H460. Synergy scores: CSS=44.4, Synergy_ZIP=3.19, Synergy_Bliss=1.69, Synergy_Loewe=-22.2, Synergy_HSA=1.76.